From a dataset of Forward reaction prediction with 1.9M reactions from USPTO patents (1976-2016). Predict the product of the given reaction. (1) Given the reactants [CH2:1]([C:3]1[O:7][C:6]([CH2:8][CH2:9][NH:10][C:11]([NH:13][C:14]2[S:15][C:16]([C:20]3[CH:25]=[C:24]([CH3:26])[N:23]=[C:22]([S:27][CH3:28])[N:21]=3)=[C:17]([CH3:19])[N:18]=2)=[O:12])=[N:5][CH:4]=1)[CH3:2].ClC1C=C(C=CC=1)C(OO)=[O:34].CS(C1N=C(C2SC(N)=NC=2C)C=C(C)N=1)=O, predict the reaction product. The product is: [CH2:1]([C:3]1[O:7][C:6]([CH2:8][CH2:9][NH:10][C:11]([NH:13][C:14]2[S:15][C:16]([C:20]3[CH:25]=[C:24]([CH3:26])[N:23]=[C:22]([S:27]([CH3:28])=[O:34])[N:21]=3)=[C:17]([CH3:19])[N:18]=2)=[O:12])=[N:5][CH:4]=1)[CH3:2]. (2) Given the reactants [CH2:1]([O:8][C:9]1[CH:14]=[CH:13][C:12]([CH3:15])=[CH:11][C:10]=1[C:16]1[CH2:20][CH2:19][CH2:18][C:17]=1B(O)O)[C:2]1[CH:7]=[CH:6][CH:5]=[CH:4][CH:3]=1.[CH2:24]([O:26][C:27](=[O:36])[C:28]1[CH:33]=[C:32](I)[CH:31]=[CH:30][C:29]=1[NH2:35])[CH3:25], predict the reaction product. The product is: [CH2:24]([O:26][C:27](=[O:36])[C:28]1[C:29]([NH2:35])=[CH:30][CH:31]=[C:32]([C:17]2[CH2:18][CH2:19][CH2:20][C:16]=2[C:10]2[CH:11]=[C:12]([CH3:15])[CH:13]=[CH:14][C:9]=2[O:8][CH2:1][C:2]2[CH:7]=[CH:6][CH:5]=[CH:4][CH:3]=2)[CH:33]=1)[CH3:25].